Dataset: Catalyst prediction with 721,799 reactions and 888 catalyst types from USPTO. Task: Predict which catalyst facilitates the given reaction. (1) Reactant: [CH3:1][O:2][C:3]1[CH:4]=[CH:5][CH:6]=[C:7]2[C:12]=1[CH2:11][C@@H:10]([N:13]([CH3:15])[CH3:14])[CH2:9][CH2:8]2.C([O-])(=O)C.[Na+].[Br:21]Br. Product: [Br:21][C:6]1[CH:5]=[CH:4][C:3]([O:2][CH3:1])=[C:12]2[C:7]=1[CH2:8][CH2:9][C@H:10]([N:13]([CH3:14])[CH3:15])[CH2:11]2. The catalyst class is: 15. (2) Reactant: [O:1]1CCO[CH:2]1[C:6]1[CH:11]=[CH:10][C:9]([NH:12][C:13]([C:15]2[CH:16]=[C:17]([CH2:21][NH:22][C:23]([CH2:25][CH2:26][N:27]3[CH2:32][CH2:31][CH:30]([O:33][C:34](=[O:48])[NH:35][C:36]4[CH:41]=[CH:40][CH:39]=[CH:38][C:37]=4[C:42]4[CH:47]=[CH:46][CH:45]=[CH:44][CH:43]=4)[CH2:29][CH2:28]3)=[O:24])[CH:18]=[CH:19][CH:20]=2)=[O:14])=[CH:8][CH:7]=1.Cl.C(=O)(O)[O-].[Na+]. Product: [CH:2]([C:6]1[CH:11]=[CH:10][C:9]([NH:12][C:13]([C:15]2[CH:16]=[C:17]([CH2:21][NH:22][C:23]([CH2:25][CH2:26][N:27]3[CH2:28][CH2:29][CH:30]([O:33][C:34](=[O:48])[NH:35][C:36]4[CH:41]=[CH:40][CH:39]=[CH:38][C:37]=4[C:42]4[CH:47]=[CH:46][CH:45]=[CH:44][CH:43]=4)[CH2:31][CH2:32]3)=[O:24])[CH:18]=[CH:19][CH:20]=2)=[O:14])=[CH:8][CH:7]=1)=[O:1]. The catalyst class is: 10. (3) Reactant: C[O:2][C:3](=[O:18])[C:4]1[CH:9]=[CH:8][CH:7]=[C:6]([CH2:10][N:11]([CH2:15][CH2:16][CH3:17])[CH2:12][CH2:13][CH3:14])[CH:5]=1.[OH-].[Na+]. Product: [CH2:12]([N:11]([CH2:10][C:6]1[CH:5]=[C:4]([CH:9]=[CH:8][CH:7]=1)[C:3]([OH:18])=[O:2])[CH2:15][CH2:16][CH3:17])[CH2:13][CH3:14]. The catalyst class is: 5. (4) Reactant: [Cl:1][C:2]1[CH:7]=[C:6]([Cl:8])[CH:5]=[CH:4][C:3]=1[C:9]1([C:12]([NH2:14])=[O:13])[CH2:11][CH2:10]1.Br[CH:16]([CH3:29])[C:17]([C:19]1[CH:24]=[C:23]([CH3:25])[C:22]([O:26][CH3:27])=[CH:21][C:20]=1[Cl:28])=O. Product: [Cl:28][C:20]1[CH:21]=[C:22]([O:26][CH3:27])[C:23]([CH3:25])=[CH:24][C:19]=1[C:17]1[N:14]=[C:12]([C:9]2([C:3]3[CH:4]=[CH:5][C:6]([Cl:8])=[CH:7][C:2]=3[Cl:1])[CH2:11][CH2:10]2)[O:13][C:16]=1[CH3:29]. The catalyst class is: 3.